This data is from NCI-60 drug combinations with 297,098 pairs across 59 cell lines. The task is: Regression. Given two drug SMILES strings and cell line genomic features, predict the synergy score measuring deviation from expected non-interaction effect. (1) Drug 1: C1=CC(=C2C(=C1NCCNCCO)C(=O)C3=C(C=CC(=C3C2=O)O)O)NCCNCCO. Drug 2: CC1=C(C(=CC=C1)Cl)NC(=O)C2=CN=C(S2)NC3=CC(=NC(=N3)C)N4CCN(CC4)CCO. Cell line: BT-549. Synergy scores: CSS=51.4, Synergy_ZIP=3.02, Synergy_Bliss=5.65, Synergy_Loewe=4.29, Synergy_HSA=7.38. (2) Drug 1: CC12CCC(CC1=CCC3C2CCC4(C3CC=C4C5=CN=CC=C5)C)O. Drug 2: CN1CCC(CC1)COC2=C(C=C3C(=C2)N=CN=C3NC4=C(C=C(C=C4)Br)F)OC. Cell line: RPMI-8226. Synergy scores: CSS=35.2, Synergy_ZIP=7.08, Synergy_Bliss=13.2, Synergy_Loewe=0.505, Synergy_HSA=7.94. (3) Drug 1: CCC1=CC2CC(C3=C(CN(C2)C1)C4=CC=CC=C4N3)(C5=C(C=C6C(=C5)C78CCN9C7C(C=CC9)(C(C(C8N6C)(C(=O)OC)O)OC(=O)C)CC)OC)C(=O)OC.C(C(C(=O)O)O)(C(=O)O)O. Drug 2: CC1=C2C(C(=O)C3(C(CC4C(C3C(C(C2(C)C)(CC1OC(=O)C(C(C5=CC=CC=C5)NC(=O)OC(C)(C)C)O)O)OC(=O)C6=CC=CC=C6)(CO4)OC(=O)C)O)C)O. Cell line: NCI-H226. Synergy scores: CSS=50.0, Synergy_ZIP=-0.596, Synergy_Bliss=-0.401, Synergy_Loewe=-9.79, Synergy_HSA=2.26. (4) Drug 1: C1=NC2=C(N=C(N=C2N1C3C(C(C(O3)CO)O)O)F)N. Drug 2: CCN(CC)CCNC(=O)C1=C(NC(=C1C)C=C2C3=C(C=CC(=C3)F)NC2=O)C. Cell line: M14. Synergy scores: CSS=14.3, Synergy_ZIP=-2.46, Synergy_Bliss=1.01, Synergy_Loewe=-1.05, Synergy_HSA=-0.269. (5) Drug 1: C1=NC2=C(N=C(N=C2N1C3C(C(C(O3)CO)O)O)F)N. Drug 2: CCC(=C(C1=CC=CC=C1)C2=CC=C(C=C2)OCCN(C)C)C3=CC=CC=C3.C(C(=O)O)C(CC(=O)O)(C(=O)O)O. Cell line: OVCAR-8. Synergy scores: CSS=44.0, Synergy_ZIP=-1.71, Synergy_Bliss=-0.0490, Synergy_Loewe=-26.1, Synergy_HSA=0.235. (6) Drug 1: C1C(C(OC1N2C=NC3=C(N=C(N=C32)Cl)N)CO)O. Drug 2: CCC1=C2CN3C(=CC4=C(C3=O)COC(=O)C4(CC)O)C2=NC5=C1C=C(C=C5)O. Cell line: MDA-MB-231. Synergy scores: CSS=52.0, Synergy_ZIP=-4.62, Synergy_Bliss=0.715, Synergy_Loewe=4.23, Synergy_HSA=6.04. (7) Drug 1: C1CC(=O)NC(=O)C1N2CC3=C(C2=O)C=CC=C3N. Drug 2: CCCS(=O)(=O)NC1=C(C(=C(C=C1)F)C(=O)C2=CNC3=C2C=C(C=N3)C4=CC=C(C=C4)Cl)F. Cell line: BT-549. Synergy scores: CSS=6.11, Synergy_ZIP=-1.31, Synergy_Bliss=3.04, Synergy_Loewe=0.596, Synergy_HSA=0.833.